Dataset: Experimentally validated miRNA-target interactions with 360,000+ pairs, plus equal number of negative samples. Task: Binary Classification. Given a miRNA mature sequence and a target amino acid sequence, predict their likelihood of interaction. (1) The miRNA is mmu-miR-142a-5p with sequence CAUAAAGUAGAAAGCACUACU. The protein sequence of the target gene is MSLVLLSLAALCRSAVPREPTVQCGSETGPSPEWMLQHDLIPGDLRDLRVEPVTTSVATGDYSILMNVSWVLRADASIRLLKATKICVTGKSNFQSYSCVRCNYTEAFQTQTRPSGGKWTFSYIGFPVELNTVYFIGAHNIPNANMNEDGPSMSVNFTSPGCLDHIMKYKKKCVKAGSLWDPNITACKKNEETVEVNFTTTPLGNRYMALIQHSTIIGFSQVFEPHQKKQTRASVVIPVTGDSEGATVQLTPYFPTCGSDCIRHKGTVVLCPQTGVPFPLDNNKSKPGGWLPLLLLSLLV.... Result: 0 (no interaction). (2) The miRNA is hsa-miR-219a-5p with sequence UGAUUGUCCAAACGCAAUUCU. The protein sequence of the target gene is MDPNCSCAAGVSCTCAGSCKCKECKCTSCKKSCCSCCPVGCSKCAQGCVCKGASEKCSCCD. Result: 1 (interaction). (3) The miRNA is hsa-miR-4498 with sequence UGGGCUGGCAGGGCAAGUGCUG. The protein sequence of the target gene is MSVSNLSWLKKKSQSVDITAPGFNPLGGAGKQAPQASKPPAPKTPIIEEEQNNSANTQKHPSRKSELKRFYTIDTGQKKTLDKKDGRRMSFQKPKGTIEYTVESRDSLNSIALKFDTTPNELVQLNKLFSRAVVTGQVLYVPDPEYVSSVESSPSLSPVSPLSPTSSEAEFDKTTTPDVAHPKEAPPASTVSGIRPARVVSSTSEEEEAFTEKFLKINCKYITIGKGTVSGVLLVTPNNIMFDPHKTDPLVQENGCEEYGIMCPMEEVMSAAMYKEILDSKIKESLPIELDQLSGRGSCH.... Result: 0 (no interaction). (4) The protein sequence of the target gene is MVMEMSKTYQYRKVMKPLLERKRRARINKCLDDLKDLMVECLQQEGEHVTRLEKADILELTVDHMRKLKQRGGLSLQGVVAGVGSPPTSTSTAHVESFRSGYVHAADQITQVLLQTQQTDEIGRKIMKFLSTRLIELQTQLLQQQQQQQQHQQQQIPQSSGRLAFPLLGGYGPAAAAAAISYSSFLTSKDELIDVTSVDGNALSETASVSSQESGASEPVWRPW. Result: 0 (no interaction). The miRNA is hsa-miR-1238-3p with sequence CUUCCUCGUCUGUCUGCCCC. (5) The miRNA is hsa-miR-3161 with sequence CUGAUAAGAACAGAGGCCCAGAU. The protein sequence of the target gene is MASTGASRSLAASPRPPQGRSSRQDKYSVLLPTYNERENLPLIVWLLVKSFSESAINYEIIIIDDGSPDGTREVAEQLAEIYGPDRILLRPREKKLGLGTAYIHGIKHATGNYVIIMDADLSHHPKFIPEFIRKQKEGNFDIVSGTRYKGNGGVYGWDLKRKIISRGANFITQILLRPGASDLTGSFRLYRKEVLQKLIEKCVSKGYVFQMEMIVRARQMNYTIGEVPISFVDRVYGESKLGGNEIVSFLKGLLTLFATT. Result: 0 (no interaction). (6) The miRNA is hsa-miR-18a-5p with sequence UAAGGUGCAUCUAGUGCAGAUAG. The protein sequence of the target gene is MSSGYSSLEEDAEDFFFTARTSFFRRAPQGKPRSGQQDVEKEKETHSYLSKEEIKEKVHKYNLAVTDKLKMTLNSNGIYTGFIKVQMELCKPPQTSPNSGKLSPSSNGCMNTLHISSTNTVGEVIEALLKKFLVTESPAKFALYKRCHREDQVYACKLSDREHPLYLRLVAGPRTDTLSFVLREHEIGEWEAFSLPELQNFLRILDKEEDEQLQNLKRRYTAYRQKLEEALREVWKPD. Result: 1 (interaction). (7) The miRNA is hsa-miR-4662b with sequence AAAGAUGGACAAUUGGCUAAAU. The protein sequence of the target gene is MRLKVGFQGGGCFRKDALCLEGGVSARWARAPHSAPLRPPRELHAAPPPATPTQTVVRPAGFPRRTRLMVRSAPPTQRPPTGSGCVSGLWRKGLGLRPQTLLRVGSVVLSSAPALRPRLGPCLRPPPSD. Result: 0 (no interaction).